This data is from Catalyst prediction with 721,799 reactions and 888 catalyst types from USPTO. The task is: Predict which catalyst facilitates the given reaction. (1) Reactant: [CH3:1][C:2]1[N:7]=[C:6]2[S:8][C:9]3[CH2:13][CH2:12][CH2:11][C:10]=3[C:5]2=[C:4]([C:14]2[CH:19]=[CH:18][C:17]([CH3:20])=[CH:16][CH:15]=2)[C:3]=1[CH2:21][C:22]([O:24][CH3:25])=[O:23].[Li+].C[Si]([N-][Si](C)(C)C)(C)C.[CH2:36]1[CH2:40]OC[CH2:37]1.ICCC. Product: [CH3:1][C:2]1[N:7]=[C:6]2[S:8][C:9]3[CH2:13][CH2:12][CH2:11][C:10]=3[C:5]2=[C:4]([C:14]2[CH:19]=[CH:18][C:17]([CH3:20])=[CH:16][CH:15]=2)[C:3]=1[CH:21]([CH2:37][CH2:36][CH3:40])[C:22]([O:24][CH3:25])=[O:23]. The catalyst class is: 3. (2) Reactant: [O:1]=[C:2]1[NH:7][N:6]=[C:5]([C:8]2[CH:9]=[C:10]([CH:13]=[CH:14][CH:15]=2)[C:11]#[N:12])[CH:4]=[CH:3]1.C1(P(C2C=CC=CC=2)C2C=CC=CC=2)C=CC=CC=1.[CH3:35][N:36]1[CH2:41][CH2:40][CH:39]([CH2:42][O:43][C:44]2[CH:45]=[N:46][C:47]([C:50]3[CH:51]=[C:52]([CH2:56]O)[CH:53]=[CH:54][CH:55]=3)=[N:48][CH:49]=2)[CH2:38][CH2:37]1.N(C(OC(C)C)=O)=NC(OC(C)C)=O. Product: [CH3:35][N:36]1[CH2:41][CH2:40][CH:39]([CH2:42][O:43][C:44]2[CH:45]=[N:46][C:47]([C:50]3[CH:51]=[C:52]([CH:53]=[CH:54][CH:55]=3)[CH2:56][N:7]3[C:2](=[O:1])[CH:3]=[CH:4][C:5]([C:8]4[CH:9]=[C:10]([CH:13]=[CH:14][CH:15]=4)[C:11]#[N:12])=[N:6]3)=[N:48][CH:49]=2)[CH2:38][CH2:37]1. The catalyst class is: 1.